Dataset: Catalyst prediction with 721,799 reactions and 888 catalyst types from USPTO. Task: Predict which catalyst facilitates the given reaction. (1) Reactant: [F:1][C:2]1[CH:36]=[CH:35][C:5]2[N:6]=[C:7]([C:9]3[CH:14]=[CH:13][C:12]([C:15]([N:17]4[CH2:24][CH2:23][N:22](C(OCC5C=CC=CC=5)=O)[CH2:21][C:18]54[CH2:20][CH2:19]5)=[O:16])=[CH:11][CH:10]=3)[O:8][C:4]=2[CH:3]=1. Product: [F:1][C:2]1[CH:36]=[CH:35][C:5]2[N:6]=[C:7]([C:9]3[CH:10]=[CH:11][C:12]([C:15]([N:17]4[CH2:24][CH2:23][NH:22][CH2:21][C:18]54[CH2:19][CH2:20]5)=[O:16])=[CH:13][CH:14]=3)[O:8][C:4]=2[CH:3]=1. The catalyst class is: 43. (2) Reactant: [Br:1][C:2]1[CH:7]=[C:6]([S:8]([CH2:11][CH3:12])(=[O:10])=[O:9])[CH:5]=[CH:4][C:3]=1F.C[O-].[Na+].O.[C:18](OCC)(=[O:20])C. Product: [Br:1][C:2]1[CH:7]=[C:6]([S:8]([CH2:11][CH3:12])(=[O:10])=[O:9])[CH:5]=[CH:4][C:3]=1[O:20][CH3:18]. The catalyst class is: 1. (3) Reactant: [N:1]1[CH:6]=[C:5]([C:7]([C:9]2[CH:10]=[C:11]3[C:16](=[C:17]([C:19]([O:21][CH3:22])=[O:20])[CH:18]=2)[N:15]=[CH:14][CH:13]=[CH:12]3)=[CH2:8])[CH:4]=[N:3][CH:2]=1. Product: [N:1]1[CH:6]=[C:5]([CH:7]([C:9]2[CH:10]=[C:11]3[C:16](=[C:17]([C:19]([O:21][CH3:22])=[O:20])[CH:18]=2)[N:15]=[CH:14][CH:13]=[CH:12]3)[CH3:8])[CH:4]=[N:3][CH:2]=1. The catalyst class is: 19. (4) Reactant: CC(C)([O-])C.[K+].[Br:7][C:8]1[CH:17]=[C:16]([I:18])[C:15]([Cl:19])=[C:14]2[C:9]=1[CH2:10][CH2:11][NH:12][C:13]2=[O:20].[CH2:21]([O:28][C:29]1[C:34]([CH2:35]Cl)=[C:33]([CH3:37])[CH:32]=[C:31]([CH3:38])[N:30]=1)[C:22]1[CH:27]=[CH:26][CH:25]=[CH:24][CH:23]=1. Product: [CH2:21]([O:28][C:29]1[C:34]([CH2:35][N:12]2[CH2:11][CH2:10][C:9]3[C:14](=[C:15]([Cl:19])[C:16]([I:18])=[CH:17][C:8]=3[Br:7])[C:13]2=[O:20])=[C:33]([CH3:37])[CH:32]=[C:31]([CH3:38])[N:30]=1)[C:22]1[CH:27]=[CH:26][CH:25]=[CH:24][CH:23]=1. The catalyst class is: 3.